From a dataset of Forward reaction prediction with 1.9M reactions from USPTO patents (1976-2016). Predict the product of the given reaction. (1) Given the reactants [CH3:1][NH2:2].[CH3:3][C:4]([C:6]1[CH:11]=[C:10]([Br:12])[CH:9]=[C:8]([Br:13])[CH:7]=1)=O.[BH4-].[Na+], predict the reaction product. The product is: [Br:13][C:8]1[CH:7]=[C:6]([CH:4]([NH:2][CH3:1])[CH3:3])[CH:11]=[C:10]([Br:12])[CH:9]=1. (2) Given the reactants [F:1][C:2]([F:21])([F:20])[S:3](N(C1C=CC=CC=1)[S:3]([C:2]([F:21])([F:20])[F:1])(=[O:5])=[O:4])(=[O:5])=[O:4].[Cl:22][C:23]1[C:24]([OH:34])=[C:25]2[C:30](=[CH:31][CH:32]=1)[NH:29][C:28](=[O:33])[CH:27]=[CH:26]2.C(N(CC)CC)C, predict the reaction product. The product is: [F:1][C:2]([F:21])([F:20])[S:3]([O:34][C:24]1[C:23]([Cl:22])=[CH:32][CH:31]=[C:30]2[C:25]=1[CH:26]=[CH:27][C:28](=[O:33])[NH:29]2)(=[O:5])=[O:4].